Dataset: Reaction yield outcomes from USPTO patents with 853,638 reactions. Task: Predict the reaction yield, written as a fraction of the theoretical maximum amount of product (1.0 means a 100% yield; for example, 0.34 means a 34% yield). (1) The reactants are [I:1]N1C(=O)CCC1=O.[F:9][C:10]1[CH:15]=[CH:14][C:13]([OH:16])=[CH:12][CH:11]=1.C(O)(=O)C.S(=O)(=O)(O)O. The catalyst is O. The product is [F:9][C:10]1[CH:15]=[CH:14][C:13]([OH:16])=[C:12]([I:1])[CH:11]=1. The yield is 0.400. (2) The reactants are I[C:2]1[CH:7]=[CH:6][CH:5]=[CH:4][N:3]=1.[CH2:8]([N:12]1[CH2:20][C:19]2[C:14](=[CH:15][CH:16]=[CH:17][CH:18]=2)[C:13]1=[O:21])[CH2:9][C:10]#[CH:11]. No catalyst specified. The product is [N:3]1[CH:4]=[CH:5][CH:6]=[CH:7][C:2]=1[C:11]#[C:10][CH2:9][CH2:8][N:12]1[CH2:20][C:19]2[C:14](=[CH:15][CH:16]=[CH:17][CH:18]=2)[C:13]1=[O:21]. The yield is 0.370. (3) The reactants are [OH:1][C:2]([C:56]1[S:57][CH:58]=[CH:59][CH:60]=1)([C:51]1[S:52][CH:53]=[CH:54][CH:55]=1)[C:3]([O:5][C@H:6]1[CH2:11][CH2:10][C@H:9]([N:12]([CH2:14][CH2:15][CH2:16][N:17]2[C:21]3[CH:22]=[CH:23][C:24]([CH2:26][NH:27][CH2:28][C@H:29]([O:42][Si](C(C)(C)C)(C)C)[C:30]4[CH:39]=[CH:38][C:37]([OH:40])=[C:36]5[C:31]=4[CH:32]=[CH:33][C:34](=[O:41])[NH:35]5)=[CH:25][C:20]=3[O:19][C:18]2=[O:50])[CH3:13])[CH2:8][CH2:7]1)=[O:4].[FH:61].F.F.C(N(CC)CC)C.C(#N)C. The catalyst is C1COCC1. The product is [FH:61].[FH:61].[OH:1][C:2]([C:51]1[S:52][CH:53]=[CH:54][CH:55]=1)([C:56]1[S:57][CH:58]=[CH:59][CH:60]=1)[C:3]([O:5][C@H:6]1[CH2:11][CH2:10][C@H:9]([N:12]([CH2:14][CH2:15][CH2:16][N:17]2[C:21]3[CH:22]=[CH:23][C:24]([CH2:26][NH:27][CH2:28][C@H:29]([OH:42])[C:30]4[CH:39]=[CH:38][C:37]([OH:40])=[C:36]5[C:31]=4[CH:32]=[CH:33][C:34](=[O:41])[NH:35]5)=[CH:25][C:20]=3[O:19][C:18]2=[O:50])[CH3:13])[CH2:8][CH2:7]1)=[O:4]. The yield is 0.940. (4) The yield is 0.340. The reactants are CCN(C(C)C)C(C)C.OC(C(F)(F)F)=O.[O:17]=[C:18]([N:35]1[CH2:40][CH2:39][NH:38][CH2:37][CH2:36]1)[CH2:19][NH:20][C:21]([C:23]1[CH:28]=[CH:27][C:26]([C:29]2[CH:34]=[CH:33][CH:32]=[CH:31][CH:30]=2)=[CH:25][CH:24]=1)=[O:22].C1C=CC2N(O)N=NC=2C=1.CCN=C=NCCCN(C)C.Cl.[Br:63][C:64]1[CH:72]=[CH:71][C:70]([O:73][CH3:74])=[CH:69][C:65]=1[C:66](O)=[O:67]. The product is [Br:63][C:64]1[CH:72]=[CH:71][C:70]([O:73][CH3:74])=[CH:69][C:65]=1[C:66]([N:38]1[CH2:39][CH2:40][N:35]([C:18](=[O:17])[CH2:19][NH:20][C:21]([C:23]2[CH:24]=[CH:25][C:26]([C:29]3[CH:34]=[CH:33][CH:32]=[CH:31][CH:30]=3)=[CH:27][CH:28]=2)=[O:22])[CH2:36][CH2:37]1)=[O:67]. The catalyst is CN(C=O)C.O. (5) The product is [Br-:30].[CH2:1]([O:8][C:9]([NH:11][CH:12]([C:24]1[CH:29]=[CH:28][CH:27]=[CH:26][CH:25]=1)[C:13]([O:15][C@@H:16]1[CH:21]2[CH2:20][CH2:19][N+:18]([CH2:31][C:32](=[O:33])[C:34]3[CH:39]=[CH:38][CH:37]=[CH:36][CH:35]=3)([CH2:23][CH2:22]2)[CH2:17]1)=[O:14])=[O:10])[C:2]1[CH:7]=[CH:6][CH:5]=[CH:4][CH:3]=1. The catalyst is CCOC(C)=O. The yield is 0.850. The reactants are [CH2:1]([O:8][C:9]([NH:11][CH:12]([C:24]1[CH:29]=[CH:28][CH:27]=[CH:26][CH:25]=1)[C:13]([O:15][C@@H:16]1[CH:21]2[CH2:22][CH2:23][N:18]([CH2:19][CH2:20]2)[CH2:17]1)=[O:14])=[O:10])[C:2]1[CH:7]=[CH:6][CH:5]=[CH:4][CH:3]=1.[Br:30][CH2:31][C:32]([C:34]1[CH:39]=[CH:38][CH:37]=[CH:36][CH:35]=1)=[O:33].